Dataset: Reaction yield outcomes from USPTO patents with 853,638 reactions. Task: Predict the reaction yield, written as a fraction of the theoretical maximum amount of product (1.0 means a 100% yield; for example, 0.34 means a 34% yield). The reactants are [F:1][C:2]1[CH:3]=[C:4]([CH:9]=[CH:10][C:11]=1[O:12][C:13]1[CH:18]=[C:17]([C:19]2[NH:20][C:21]([C:24]3[S:25][CH:26]=[CH:27][N:28]=3)=[CH:22][CH:23]=2)[CH:16]=[C:15]([O:29][C@@H:30]([CH3:34])[CH2:31][O:32][CH3:33])[CH:14]=1)[C:5]([O:7]C)=[O:6].O.O.[OH-].[Li+]. The catalyst is CO. The product is [F:1][C:2]1[CH:3]=[C:4]([CH:9]=[CH:10][C:11]=1[O:12][C:13]1[CH:18]=[C:17]([C:19]2[NH:20][C:21]([C:24]3[S:25][CH:26]=[CH:27][N:28]=3)=[CH:22][CH:23]=2)[CH:16]=[C:15]([O:29][C@@H:30]([CH3:34])[CH2:31][O:32][CH3:33])[CH:14]=1)[C:5]([OH:7])=[O:6]. The yield is 0.880.